Dataset: Full USPTO retrosynthesis dataset with 1.9M reactions from patents (1976-2016). Task: Predict the reactants needed to synthesize the given product. (1) Given the product [F:1][C:2]([F:36])([C:14]([F:35])([F:34])[C:15]([F:33])([F:32])[C:16]([F:31])([F:30])[C:17]([F:29])([F:28])[C:18]([F:27])([F:26])[C:19]([F:25])([F:24])[C:20]([F:23])([F:22])[F:21])[CH2:3][CH2:4][C:5]([O:8][C:9](=[O:13])[C:42]([F:45])([F:44])[F:43])([CH3:7])[CH3:6], predict the reactants needed to synthesize it. The reactants are: [F:1][C:2]([F:36])([C:14]([F:35])([F:34])[C:15]([F:33])([F:32])[C:16]([F:31])([F:30])[C:17]([F:29])([F:28])[C:18]([F:27])([F:26])[C:19]([F:25])([F:24])[C:20]([F:23])([F:22])[F:21])[CH2:3][CH2:4][C:5]([O:8][C:9](=[O:13])N(C)C)([CH3:7])[CH3:6].C(Cl)Cl.C(O)([C:42]([F:45])([F:44])[F:43])=O. (2) Given the product [F:22][C:23]1[CH:28]=[C:27]([C:12]2[N:11]=[C:10]([N:16]3[CH2:21][CH2:20][O:19][CH2:18][CH2:17]3)[C:9]3[C:14](=[C:5]4[CH:4]=[CH:3][N:2]([CH3:1])[C:6]4=[CH:7][CH:8]=3)[N:13]=2)[CH:26]=[CH:25][CH:24]=1, predict the reactants needed to synthesize it. The reactants are: [CH3:1][N:2]1[C:6]2=[CH:7][CH:8]=[C:9]3[C:14]([N:13]=[C:12](Cl)[N:11]=[C:10]3[N:16]3[CH2:21][CH2:20][O:19][CH2:18][CH2:17]3)=[C:5]2[CH:4]=[CH:3]1.[F:22][C:23]1[CH:24]=[C:25](B(O)O)[CH:26]=[CH:27][CH:28]=1.C([O-])([O-])=O.[Na+].[Na+].